Dataset: Ames mutagenicity test results for genotoxicity prediction. Task: Regression/Classification. Given a drug SMILES string, predict its toxicity properties. Task type varies by dataset: regression for continuous values (e.g., LD50, hERG inhibition percentage) or binary classification for toxic/non-toxic outcomes (e.g., AMES mutagenicity, cardiotoxicity, hepatotoxicity). Dataset: ames. (1) The compound is c1ccc(-c2cccnc2)nc1. The result is 1 (mutagenic). (2) The compound is Oc1ccnc2ccccc12. The result is 0 (non-mutagenic). (3) The drug is Nc1ccc([N+](=O)[O-])cc1Cl. The result is 1 (mutagenic). (4) The drug is O=[N+]([O-])c1ccc2ccc3c4c(cc5ccc1c2c53)CCC=C4. The result is 1 (mutagenic). (5) The result is 0 (non-mutagenic). The drug is CCCCCCCCCCCCCl.